From a dataset of Forward reaction prediction with 1.9M reactions from USPTO patents (1976-2016). Predict the product of the given reaction. (1) Given the reactants Cl.[CH2:2]([O:9][C:10]1[CH:15]=[CH:14][C:13]([NH2:16])=[CH:12][CH:11]=1)[C:3]1[CH:8]=[CH:7][CH:6]=[CH:5][CH:4]=1.ClC(Cl)(O[C:21](=[O:27])OC(Cl)(Cl)Cl)Cl.[Br:29][C:30]1[CH:31]=[N:32][C:33]([N:36]2[CH2:41][CH2:40][NH:39][CH2:38][CH2:37]2)=[N:34][CH:35]=1, predict the reaction product. The product is: [CH2:2]([O:9][C:10]1[CH:11]=[CH:12][C:13]([NH:16][C:21]([N:39]2[CH2:40][CH2:41][N:36]([C:33]3[N:32]=[CH:31][C:30]([Br:29])=[CH:35][N:34]=3)[CH2:37][CH2:38]2)=[O:27])=[CH:14][CH:15]=1)[C:3]1[CH:4]=[CH:5][CH:6]=[CH:7][CH:8]=1. (2) Given the reactants [OH:1][C:2]1[CH:3]=[CH:4][C:5]2[C:17](=[O:18])[C:16]3[C:15]4[C:10](=[CH:11][C:12]([C:19]#[N:20])=[CH:13][CH:14]=4)[NH:9][C:8]=3[C:7]([CH3:22])([CH3:21])[C:6]=2[CH:23]=1.[CH3:24][S:25][CH2:26][CH2:27]O, predict the reaction product. The product is: [CH3:22][C:7]1([CH3:21])[C:8]2[NH:9][C:10]3[C:15](=[CH:14][CH:13]=[C:12]([C:19]#[N:20])[CH:11]=3)[C:16]=2[C:17](=[O:18])[C:5]2[CH:4]=[CH:3][C:2]([O:1][CH2:27][CH2:26][S:25][CH3:24])=[CH:23][C:6]1=2. (3) Given the reactants [N+:1]([C:4]1[CH:5]=[CH:6][CH:7]=[C:8]2[C:12]=1[NH:11][C:10]([C:13](=[S:15])[NH2:14])=[CH:9]2)([O-:3])=[O:2].Br[CH2:17][CH:18](OCC)OCC.C(O)C.CN(C)C(=O)C, predict the reaction product. The product is: [N+:1]([C:4]1[CH:5]=[CH:6][CH:7]=[C:8]2[C:12]=1[NH:11][C:10]([C:13]1[S:15][CH:17]=[CH:18][N:14]=1)=[CH:9]2)([O-:3])=[O:2].